From a dataset of Rat liver microsome stability data. Regression/Classification. Given a drug SMILES string, predict its absorption, distribution, metabolism, or excretion properties. Task type varies by dataset: regression for continuous measurements (e.g., permeability, clearance, half-life) or binary classification for categorical outcomes (e.g., BBB penetration, CYP inhibition). Dataset: rlm. (1) The molecule is C=C(c1ccc(Cl)cc1)[C@H]1OOC2(CCCCC2)O[C@@H]1c1ccc(Cl)cc1. The result is 1 (stable in rat liver microsomes). (2) The molecule is COc1ccc(-c2cnc(N3CCC(C(N)=O)CC3)s2)cc1OC. The result is 0 (unstable in rat liver microsomes).